Predict the reactants needed to synthesize the given product. From a dataset of Full USPTO retrosynthesis dataset with 1.9M reactions from patents (1976-2016). (1) Given the product [Cl:1][C:2]1[CH:7]=[CH:6][C:5]([C:8]2[C:9]3[C:20]([CH3:21])=[C:19]([CH3:22])[S:18][C:10]=3[NH:11]/[C:12](=[N:24]\[NH:25][C:33](=[O:35])[CH3:34])/[C:13]([CH3:16])([CH3:15])[N:14]=2)=[CH:4][CH:3]=1, predict the reactants needed to synthesize it. The reactants are: [Cl:1][C:2]1[CH:7]=[CH:6][C:5]([C:8]2[C:9]3[C:20]([CH3:21])=[C:19]([CH3:22])[S:18][C:10]=3[NH:11][C:12](=S)[C:13]([CH3:16])([CH3:15])[N:14]=2)=[CH:4][CH:3]=1.O.[NH2:24][NH2:25].C(N(CC)CC)C.[C:33](Cl)(=[O:35])[CH3:34]. (2) Given the product [C:1]([O:5][C:6]([C:8]1[S:9][C:10](/[CH:13]=[C:14](\[CH2:15][CH3:16])/[C:17]([OH:19])=[O:18])=[CH:11][CH:12]=1)=[O:7])([CH3:4])([CH3:3])[CH3:2], predict the reactants needed to synthesize it. The reactants are: [C:1]([O:5][C:6]([C:8]1[S:9][C:10](/[CH:13]=[C:14](/[C:17]([O:19]C)=[O:18])\[CH2:15][CH3:16])=[CH:11][CH:12]=1)=[O:7])([CH3:4])([CH3:3])[CH3:2].CO.[OH-].[Li+]. (3) Given the product [CH2:37]([O:41][C:42]1[N:50]=[C:49]2[C:45]([N:46]=[C:47]([O:51][CH3:52])[N:48]2[CH2:16][CH2:17][CH2:18][CH:19]2[CH2:24][CH2:23][O:22][C:21]([CH3:25])([CH3:26])[CH2:20]2)=[C:44]([NH2:53])[N:43]=1)[CH2:38][CH2:39][CH3:40], predict the reactants needed to synthesize it. The reactants are: C(NC1N=C2C(N=C(OC)N2C[CH2:16][CH2:17][CH2:18][CH:19]2[CH2:24][CH2:23][O:22][C:21]([CH3:26])([CH3:25])[CH2:20]2)=C(N)N=1)CCC.FC(F)(F)C(O)=O.[CH2:37]([O:41][C:42]1[NH:43][C:44]([NH2:53])=[C:45]2[C:49]([N:50]=1)=[N:48][C:47]([O:51][CH3:52])=[N:46]2)[CH2:38][CH2:39][CH3:40].BrCCCC1CCOC(C)(C)C1. (4) Given the product [Cl:23][C:21]1[CH:22]=[C:7]2[C:6]([OH:24])=[C:5]([C:3]([NH:25][C@@H:26]([CH3:27])[C:28]([OH:30])=[O:29])=[O:4])[C:10](=[O:11])[N:9]([CH2:12][C:13]3[CH:14]=[CH:15][C:16]([F:19])=[CH:17][CH:18]=3)[N:8]2[CH:20]=1, predict the reactants needed to synthesize it. The reactants are: CO[C:3]([C:5]1[C:10](=[O:11])[N:9]([CH2:12][C:13]2[CH:18]=[CH:17][C:16]([F:19])=[CH:15][CH:14]=2)[N:8]2[CH:20]=[C:21]([Cl:23])[CH:22]=[C:7]2[C:6]=1[OH:24])=[O:4].[NH2:25][C@H:26]([C:28]([OH:30])=[O:29])[CH3:27].C[O-].[Na+]. (5) Given the product [C:1]([O:5][C:6](=[O:44])[N:7]([CH:27]1[CH2:30][NH:29][CH2:28]1)[CH2:8][C@H:9]([OH:26])[CH2:10][O:11][C:12]1[CH:17]=[CH:16][C:15]([OH:18])=[CH:14][CH:13]=1)([CH3:4])([CH3:2])[CH3:3], predict the reactants needed to synthesize it. The reactants are: [C:1]([O:5][C:6](=[O:44])[N:7]([CH:27]1[CH2:30][N:29](C(C2C=CC=CC=2)C2C=CC=CC=2)[CH2:28]1)[CH2:8][C@H:9]([OH:26])[CH2:10][O:11][C:12]1[CH:17]=[CH:16][C:15]([O:18]CC2C=CC=CC=2)=[CH:14][CH:13]=1)([CH3:4])([CH3:3])[CH3:2].C([O-])=O.[NH4+].